This data is from Experimentally validated miRNA-target interactions with 360,000+ pairs, plus equal number of negative samples. The task is: Binary Classification. Given a miRNA mature sequence and a target amino acid sequence, predict their likelihood of interaction. (1) The miRNA is mmu-miR-150-5p with sequence UCUCCCAACCCUUGUACCAGUG. The protein sequence of the target gene is MEEMEEELKCPVCGSFYREPIILPCSHNLCQACARNILVQTPESESPQSHRAAGSGVSDYDYLDLDKMSLYSEADSGYGSYGGFASAPTTPCQKSPNGVRVFPPAMPPPATHLSPALAPVPRNSCITCPQCHRSLILDDRGLRGFPKNRVLEGVIDRYQQSKAAALKCQLCEKAPKEATVMCEQCDVFYCDPCRLRCHPPRGPLAKHRLVPPAQGRVSRRLSPRKVSTCTDHELENHSMYCVQCKMPVCYQCLEEGKHSSHEVKALGAMWKLHKSQLSQALNGLSDRAKEAKEFLVQLRN.... Result: 0 (no interaction). (2) The miRNA is hsa-miR-6772-5p with sequence UGGGUGUAGGCUGGAGCUGAGG. The protein sequence of the target gene is MPGEQMDPTGSQLDSDFSQQDTPCLIIEDSQPESQVLEEDAGSHFSVLSRHLPNLQMHKENPVLDIVSNPEQSAVEQGDSNSSFNEHLKEKKASDPVESSHLGTSGSISQVIERLPQPNRTSSALAVTVEAASLPEEEKEEEELEEEKEGVGANAPGADSLAAEDSASSQLGFGVLELSQSQDVEEHTVPYDVNQEHLQLVTTNSGSSPLSDVDASTAIKCEEQPTEDIAMIEQPSKDIPVTVQPGKGIHVVEEQNLPLVRSEDRPSSPQVSVAAVETKEQVPARELLEEGPQVQPSSEP.... Result: 0 (no interaction).